The task is: Regression. Given two drug SMILES strings and cell line genomic features, predict the synergy score measuring deviation from expected non-interaction effect.. This data is from NCI-60 drug combinations with 297,098 pairs across 59 cell lines. Drug 1: C(=O)(N)NO. Drug 2: C(CC(=O)O)C(=O)CN.Cl. Cell line: HL-60(TB). Synergy scores: CSS=28.0, Synergy_ZIP=4.16, Synergy_Bliss=1.27, Synergy_Loewe=-19.1, Synergy_HSA=1.89.